From a dataset of Full USPTO retrosynthesis dataset with 1.9M reactions from patents (1976-2016). Predict the reactants needed to synthesize the given product. (1) Given the product [NH2:1][C:2]1[CH:10]=[C:9]([CH3:11])[CH:8]=[C:7]([CH3:12])[C:3]=1[C:4]([NH2:15])=[O:5], predict the reactants needed to synthesize it. The reactants are: [NH2:1][C:2]1[CH:10]=[C:9]([CH3:11])[CH:8]=[C:7]([CH3:12])[C:3]=1[C:4](O)=[O:5].CC[N:15]=C=NCCCN(C)C.C1C=CC2N(O)N=NC=2C=1.CN1CCOCC1.[OH-].[NH4+]. (2) Given the product [CH:1]1([NH:6][C:7]([C:9]2[C:10]([NH:11][C:29]([C:24]3[CH:25]=[N:26][CH:27]=[CH:28][N:23]=3)=[O:31])=[C:32]([CH3:33])[NH:15][N:14]=2)=[O:8])[CH2:2][CH2:3][CH2:4][CH2:5]1, predict the reactants needed to synthesize it. The reactants are: [CH:1]1([NH:6][C:7]([C:9]2[N:14]([N+:15]([O-])=O)C(C)=C[NH:11][CH:10]=2)=[O:8])[CH2:5][CH2:4][CH2:3][CH2:2]1.C([O-])=O.[NH4+].[N:23]1[CH:28]=[CH:27][N:26]=[CH:25][C:24]=1[C:29]([OH:31])=O.[CH3:32][CH2:33]N=C=NCCCN(C)C.C1C=CC2N(O)N=NC=2C=1. (3) Given the product [F:29][C:2]1([F:1])[C:10]2[C:5](=[CH:6][CH:7]=[CH:8][C:9]=2[C@H:11]([OH:16])[C:12]([F:15])([F:14])[F:13])[NH:4][C:3]1=[O:28], predict the reactants needed to synthesize it. The reactants are: [F:1][C:2]1([F:29])[C:10]2[C:5](=[CH:6][CH:7]=[CH:8][C:9]=2[C@@H:11]([O:16][C@]23CCC[C@@]2(CC=C)CCO3)[C:12]([F:15])([F:14])[F:13])[NH:4][C:3]1=[O:28].FC1(F)C2C(=CC=CC=2[C@H](O[C@]23CCC[C@@]2(CC=C)CCO3)C(F)(F)F)NC1=O. (4) The reactants are: Br[C:2]1[C:3]([CH3:10])=[CH:4][C:5]([F:9])=[C:6]([NH2:8])[CH:7]=1.[B:11]1([B:11]2[O:15][C:14]([CH3:17])([CH3:16])[C:13]([CH3:19])([CH3:18])[O:12]2)[O:15][C:14]([CH3:17])([CH3:16])[C:13]([CH3:19])([CH3:18])[O:12]1.CC([O-])=O.[K+].C1NC2C(N(C3C=CC(Cl)=CC=3)C(=S)C=2C(C2C=CC3C(=CC=CC=3)C=2)=NC1)=O. Given the product [F:9][C:5]1[CH:4]=[C:3]([CH3:10])[C:2]([B:11]2[O:15][C:14]([CH3:17])([CH3:16])[C:13]([CH3:19])([CH3:18])[O:12]2)=[CH:7][C:6]=1[NH2:8], predict the reactants needed to synthesize it. (5) Given the product [CH2:17]([O:16][CH2:12][C@H:13]([OH:15])[CH2:14][CH:2]1[S:3][CH2:4][CH2:5][CH2:6][S:1]1)[C:18]1[CH:23]=[CH:22][CH:21]=[CH:20][CH:19]=1, predict the reactants needed to synthesize it. The reactants are: [S:1]1[CH2:6][CH2:5][CH2:4][S:3][CH2:2]1.C([Li])CCC.[CH2:12]([O:16][CH2:17][C:18]1[CH:23]=[CH:22][CH:21]=[CH:20][CH:19]=1)[C@@H:13]1[O:15][CH2:14]1. (6) Given the product [Cl:1][C:2]1[CH:3]=[C:4]([C:12]2[N:16]=[C:15]([C:17]3[CH:18]=[C:19]4[C:20](=[CH:21][CH:22]=3)[N:23]([C@H:24]3[CH2:28][CH2:27][C@@H:26]([C:29]([OH:31])=[O:30])[CH2:25]3)[CH:33]=[CH:32]4)[O:14][N:13]=2)[CH:5]=[CH:6][C:7]=1[O:8][CH:9]([CH3:11])[CH3:10], predict the reactants needed to synthesize it. The reactants are: [Cl:1][C:2]1[CH:3]=[C:4]([C:12]2[N:16]=[C:15]([C:17]3[CH:22]=[CH:21][C:20]([NH:23][C@H:24]4[CH2:28][CH2:27][C@@H:26]([C:29]([OH:31])=[O:30])[CH2:25]4)=[C:19]([C:32]#[CH:33])[CH:18]=3)[O:14][N:13]=2)[CH:5]=[CH:6][C:7]=1[O:8][CH:9]([CH3:11])[CH3:10].